Regression. Given a peptide amino acid sequence and an MHC pseudo amino acid sequence, predict their binding affinity value. This is MHC class II binding data. From a dataset of Peptide-MHC class II binding affinity with 134,281 pairs from IEDB. The peptide sequence is SQDLELSWNRNGLQAY. The MHC is DRB1_0802 with pseudo-sequence DRB1_0802. The binding affinity (normalized) is 0.277.